Dataset: Full USPTO retrosynthesis dataset with 1.9M reactions from patents (1976-2016). Task: Predict the reactants needed to synthesize the given product. (1) Given the product [NH:6]1[CH2:7][CH:3]([CH2:2][O:1][C:12]2[N:21]=[C:20]([C:22]3[CH:27]=[CH:26][C:25]([N:28]([CH3:30])[CH3:29])=[C:24]([CH3:31])[CH:23]=3)[CH:19]=[C:18]3[C:13]=2[CH:14]=[CH:15][CH:16]=[N:17]3)[CH2:4][C:5]1=[O:8], predict the reactants needed to synthesize it. The reactants are: [OH:1][CH2:2][CH:3]1[CH2:7][NH:6][C:5](=[O:8])[CH2:4]1.[H-].[Na+].Cl[C:12]1[N:21]=[C:20]([C:22]2[CH:27]=[CH:26][C:25]([N:28]([CH3:30])[CH3:29])=[C:24]([CH3:31])[CH:23]=2)[CH:19]=[C:18]2[C:13]=1[CH:14]=[CH:15][CH:16]=[N:17]2. (2) Given the product [O:4]=[C:5]1[CH2:9][CH2:8][C@H:7]([C:10]([O:12][CH3:13])=[O:11])[CH2:6]1, predict the reactants needed to synthesize it. The reactants are: ClCCl.[O:4]=[C:5]1[CH2:9][CH2:8][C@H:7]([C:10]([OH:12])=[O:11])[CH2:6]1.[CH3:13][Si](C=[N+]=[N-])(C)C. (3) The reactants are: Cl.[C:2]1([CH3:10])[CH:7]=[CH:6][CH:5]=[C:4]([NH:8]N)[CH:3]=1.[C:11]([OH:18])(=[O:17])[CH2:12][CH2:13][C:14]([CH3:16])=O.S(=O)(=O)(O)O. Given the product [CH3:16][C:14]1[NH:8][C:4]2[C:5]([C:13]=1[CH2:12][C:11]([OH:18])=[O:17])=[CH:6][CH:7]=[C:2]([CH3:10])[CH:3]=2, predict the reactants needed to synthesize it. (4) Given the product [CH3:22][C:4]1[CH:3]=[C:2]([C:15]2[CH:14]=[N:13][CH:18]=[CH:17][CH:16]=2)[CH:7]=[CH:6][C:5]=1[N+:8]([O-:10])=[O:9], predict the reactants needed to synthesize it. The reactants are: Cl[C:2]1[CH:7]=[CH:6][C:5]([N+:8]([O-:10])=[O:9])=[C:4](OC)[CH:3]=1.[N:13]1[CH:18]=[CH:17][CH:16]=[C:15](B(O)O)[CH:14]=1.[C:22]([O-])([O-])=O.[Na+].[Na+].O. (5) Given the product [CH2:1]([CH:4]1[CH2:5][CH2:6][CH:7]([CH:10]2[CH2:11][CH2:12][CH:13]([CH:16]=[CH:17][C:18]3[CH:23]=[CH:22][C:21]([O:28][CH2:29][CH3:30])=[C:20]([F:31])[C:19]=3[C:32]([F:35])([F:33])[F:34])[CH2:14][CH2:15]2)[CH2:8][CH2:9]1)[CH2:2][CH3:3], predict the reactants needed to synthesize it. The reactants are: [CH2:1]([CH:4]1[CH2:9][CH2:8][CH:7]([CH:10]2[CH2:15][CH2:14][CH:13]([CH:16]=[CH:17][C:18]3[CH:23]=[C:22]([Si](C)(C)C)[C:21]([O:28][CH2:29][CH3:30])=[C:20]([F:31])[C:19]=3[C:32]([F:35])([F:34])[F:33])[CH2:12][CH2:11]2)[CH2:6][CH2:5]1)[CH2:2][CH3:3].O. (6) Given the product [Cl:17][C:12]1[N:11]=[C:10]([N:4]2[CH2:5][C@:6]3([CH2:8][OH:9])[C@@:2]([NH:1][C:22]([C@@H:20]4[CH2:21][C:19]4([F:25])[F:18])=[O:23])([CH2:7]3)[CH2:3]2)[C:15]([F:16])=[CH:14][N:13]=1, predict the reactants needed to synthesize it. The reactants are: [NH2:1][C:2]12[CH2:7][C:6]1([CH2:8][OH:9])[CH2:5][N:4]([C:10]1[C:15]([F:16])=[CH:14][N:13]=[C:12]([Cl:17])[N:11]=1)[CH2:3]2.[F:18][C:19]1([F:25])[CH2:21][C@H:20]1[C:22](O)=[O:23].CCN(C(C)C)C(C)C. (7) Given the product [Cl:10][CH2:11][C:12]([NH:5][C:4]1[CH:6]=[C:7]([CH3:9])[CH:8]=[C:2]([CH3:1])[CH:3]=1)=[O:13], predict the reactants needed to synthesize it. The reactants are: [CH3:1][C:2]1[CH:3]=[C:4]([CH:6]=[C:7]([CH3:9])[CH:8]=1)[NH2:5].[Cl:10][CH2:11][C:12](Cl)=[O:13]. (8) Given the product [F:12][C:11]([F:14])([F:13])[C:8]1[N:6]2[N:7]=[C:2]([N:17]3[CH2:22][CH2:21][C:20](=[O:23])[CH2:19][CH2:18]3)[CH:3]=[CH:4][C:5]2=[N:10][N:9]=1, predict the reactants needed to synthesize it. The reactants are: Cl[C:2]1[CH:3]=[CH:4][C:5]2[N:6]([C:8]([C:11]([F:14])([F:13])[F:12])=[N:9][N:10]=2)[N:7]=1.Cl.O.[NH:17]1[CH2:22][CH2:21][C:20](=[O:23])[CH2:19][CH2:18]1.CCN(C(C)C)C(C)C. (9) Given the product [NH2:15][C:7]1[C:6]([C:4]([C:20]2[CH:19]=[C:18]([F:17])[CH:23]=[CH:22][C:21]=2[O:25][CH3:26])=[O:5])=[CH:11][N:10]=[C:9]([S:12][CH2:13][CH3:14])[N:8]=1, predict the reactants needed to synthesize it. The reactants are: CON(C)[C:4]([C:6]1[C:7]([NH2:15])=[N:8][C:9]([S:12][CH2:13][CH3:14])=[N:10][CH:11]=1)=[O:5].[F:17][C:18]1[CH:19]=[CH:20][CH:21]=[C:22]([Li])[CH:23]=1.[O:25]1CCC[CH2:26]1.